This data is from Full USPTO retrosynthesis dataset with 1.9M reactions from patents (1976-2016). The task is: Predict the reactants needed to synthesize the given product. (1) Given the product [CH2:1]([O:3][C:4](=[O:35])[CH2:5][CH2:6][C:7]1[C:12]([CH3:13])=[CH:11][C:10]([CH2:14][CH2:15][C:16]([C:18]2[S:19][C:20]([C:29]([F:30])([F:31])[F:32])=[C:21]3[CH2:26][C:25]([CH3:27])([CH3:28])[CH2:24][CH2:23][C:22]=23)=[O:17])=[CH:9][C:8]=1[CH2:33][CH3:34])[CH3:2], predict the reactants needed to synthesize it. The reactants are: [CH2:1]([O:3][C:4](=[O:35])[CH:5]=[CH:6][C:7]1[C:12]([CH3:13])=[CH:11][C:10]([CH:14]=[CH:15][C:16]([C:18]2[S:19][C:20]([C:29]([F:32])([F:31])[F:30])=[C:21]3[CH2:26][C:25]([CH3:28])([CH3:27])[CH2:24][CH2:23][C:22]=23)=[O:17])=[CH:9][C:8]=1[CH2:33][CH3:34])[CH3:2]. (2) Given the product [CH3:12][O:11][C:3]1[CH:4]=[C:5]([N+:8]([O-:10])=[O:9])[CH:6]=[CH:7][C:2]=1[NH:1][CH2:16][C:15]([F:19])([F:18])[F:14], predict the reactants needed to synthesize it. The reactants are: [NH2:1][C:2]1[CH:7]=[CH:6][C:5]([N+:8]([O-:10])=[O:9])=[CH:4][C:3]=1[O:11][CH3:12].O.[F:14][C:15]([F:19])([F:18])[CH:16]=O.C(=O)CC. (3) Given the product [O:20]=[C:6]1[CH2:7][CH2:8][C:9]([C:11]2[CH:12]=[C:13]([CH3:17])[CH:14]=[CH:15][CH:16]=2)([C:18]#[N:19])[CH2:10][CH2:5]1, predict the reactants needed to synthesize it. The reactants are: COC([CH:5]1[CH2:10][C:9]([C:18]#[N:19])([C:11]2[CH:12]=[C:13]([CH3:17])[CH:14]=[CH:15][CH:16]=2)[CH2:8][CH2:7][C:6]1=[O:20])=O. (4) Given the product [C:24]([O:23][C:22](=[O:28])[NH:21][CH2:20][C:18](=[O:19])[NH:17][C:13]1[CH:14]=[CH:15][CH:16]=[C:11]([C:9]2[S:10][C:5]3[C:4]([N:29]4[CH2:34][CH2:33][O:32][CH2:31][CH2:30]4)=[N:3][C:2]([C:43]4[CH:51]=[CH:50][CH:49]=[C:48]5[C:44]=4[CH:45]=[N:46][NH:47]5)=[N:7][C:6]=3[CH:8]=2)[CH:12]=1)([CH3:27])([CH3:26])[CH3:25], predict the reactants needed to synthesize it. The reactants are: Cl[C:2]1[N:3]=[C:4]([N:29]2[CH2:34][CH2:33][O:32][CH2:31][CH2:30]2)[C:5]2[S:10][C:9]([C:11]3[CH:12]=[C:13]([NH:17][C:18]([CH2:20][NH:21][C:22](=[O:28])[O:23][C:24]([CH3:27])([CH3:26])[CH3:25])=[O:19])[CH:14]=[CH:15][CH:16]=3)=[CH:8][C:6]=2[N:7]=1.CC1(C)C(C)(C)OB([C:43]2[CH:51]=[CH:50][CH:49]=[C:48]3[C:44]=2[CH:45]=[N:46][NH:47]3)O1. (5) Given the product [Br:41][CH2:37][C:36]([CH3:39])=[CH:35][CH2:34][C:22]1[C:21]([OH:20])=[C:29]2[C:25]([CH2:26][O:27][C:28]2=[O:30])=[C:24]([CH3:31])[C:23]=1[O:32][CH3:33], predict the reactants needed to synthesize it. The reactants are: C1(P(C2C=CC=CC=2)C2C=CC=CC=2)C=CC=CC=1.[OH:20][C:21]1[C:22]([CH2:34][CH:35]=[C:36]([CH3:39])[CH2:37]O)=[C:23]([O:32][CH3:33])[C:24]([CH3:31])=[C:25]2[C:29]=1[C:28](=[O:30])[O:27][CH2:26]2.C(Br)(Br)(Br)[Br:41]. (6) Given the product [Cl:1][C:2]1[CH:7]=[CH:6][CH:5]=[CH:4][C:3]=1[C:8]1[CH:13]=[CH:12][N:11]=[CH:10][C:9]=1[N:14]([CH2:15][C:16]([F:19])([F:17])[F:18])[C:27](=[O:28])[C:26]1[CH:30]=[C:31]([C:33]([F:36])([F:34])[F:35])[CH:32]=[C:24]([S:21]([CH3:20])(=[O:23])=[O:22])[CH:25]=1, predict the reactants needed to synthesize it. The reactants are: [Cl:1][C:2]1[CH:7]=[CH:6][CH:5]=[CH:4][C:3]=1[C:8]1[CH:13]=[CH:12][N:11]=[CH:10][C:9]=1[NH:14][CH2:15][C:16]([F:19])([F:18])[F:17].[CH3:20][S:21]([C:24]1[CH:25]=[C:26]([CH:30]=[C:31]([C:33]([F:36])([F:35])[F:34])[CH:32]=1)[C:27](O)=[O:28])(=[O:23])=[O:22].